From a dataset of Full USPTO retrosynthesis dataset with 1.9M reactions from patents (1976-2016). Predict the reactants needed to synthesize the given product. (1) Given the product [CH2:1]([O:3][C:4]1[C:9]([CH2:10][CH3:11])=[CH:8][C:7]2[NH:12][C:28]([C:18]3[C:17]([N+:14]([O-:16])=[O:15])=[CH:21][N:20]([CH:22]4[CH2:27][CH2:26][CH2:25][CH2:24][O:23]4)[N:19]=3)=[N:13][C:6]=2[CH:5]=1)[CH3:2], predict the reactants needed to synthesize it. The reactants are: [CH2:1]([O:3][C:4]1[CH:5]=[C:6]([NH2:13])[C:7]([NH2:12])=[CH:8][C:9]=1[CH2:10][CH3:11])[CH3:2].[N+:14]([C:17]1[C:18]([CH:28]=O)=[N:19][N:20]([CH:22]2[CH2:27][CH2:26][CH2:25][CH2:24][O:23]2)[CH:21]=1)([O-:16])=[O:15].S(=O)(O)[O-].[Na+].O. (2) Given the product [CH3:1][N:2]1[CH:6]=[C:5]([C:7]2[CH:8]=[C:9]3[C:13](=[CH:14][CH:15]=2)[NH:12][CH2:11][C:10]23[CH2:16][CH2:17][CH2:18]2)[CH:4]=[N:3]1, predict the reactants needed to synthesize it. The reactants are: [CH3:1][N:2]1[CH:6]=[C:5]([C:7]2[CH:8]=[C:9]3[C:13](=[CH:14][CH:15]=2)[N:12]=[CH:11][C:10]23[CH2:18][CH2:17][CH2:16]2)[CH:4]=[N:3]1.[BH3-]C#N.[Na+]. (3) The reactants are: [C:1]([O:5][C:6]([N:8]1[CH2:12][CH2:11][C@H:10]([OH:13])[CH2:9]1)=[O:7])([CH3:4])([CH3:3])[CH3:2].[CH:14](I)([CH3:16])[CH3:15]. Given the product [CH:14]([O:13][C@H:10]1[CH2:11][CH2:12][N:8]([C:6]([O:5][C:1]([CH3:4])([CH3:2])[CH3:3])=[O:7])[CH2:9]1)([CH3:16])[CH3:15], predict the reactants needed to synthesize it. (4) Given the product [Br:9][CH:10]([CH2:14][CH3:15])[C:11]([NH:2][C:3]([CH3:8])([CH3:7])[C:4]#[C:5][CH3:6])=[O:12], predict the reactants needed to synthesize it. The reactants are: Cl.[NH2:2][C:3]([CH3:8])([CH3:7])[C:4]#[C:5][CH3:6].[Br:9][CH:10]([CH2:14][CH3:15])[C:11](Br)=[O:12].C(N(CC)CC)C.O. (5) Given the product [CH3:36][C:24]1[CH:29]=[C:28]([CH3:30])[CH:27]=[C:26]([CH3:31])[C:25]=1[S:32]([O:8][CH2:9][CH2:10][NH:11][C:12]([O:13][C:14]([CH3:15])([CH3:17])[CH3:16])=[O:18])(=[O:33])=[O:34], predict the reactants needed to synthesize it. The reactants are: C(N(CC)CC)C.[OH:8][CH2:9][CH2:10][NH:11][C:12](=[O:18])[O:13][C:14]([CH3:17])([CH3:16])[CH3:15].Cl.CN(C)C.[C:24]1([CH3:36])[CH:29]=[C:28]([CH3:30])[CH:27]=[C:26]([CH3:31])[C:25]=1[S:32](Cl)(=[O:34])=[O:33]. (6) Given the product [F:21][C:7]([F:6])([F:20])[C:8]([N:10]1[C:19]2[C:14](=[CH:15][C:16]([S:2]([Cl:1])(=[O:5])=[O:3])=[CH:17][CH:18]=2)[CH2:13][CH2:12][CH2:11]1)=[O:9], predict the reactants needed to synthesize it. The reactants are: [Cl:1][S:2]([OH:5])(=O)=[O:3].[F:6][C:7]([F:21])([F:20])[C:8]([N:10]1[C:19]2[C:14](=[CH:15][CH:16]=[CH:17][CH:18]=2)[CH2:13][CH2:12][CH2:11]1)=[O:9].S(OCl)(=O)=O. (7) Given the product [CH2:9]([N:8]([CH2:11][CH3:12])[C:5]1[CH:6]=[CH:7][C:2]([NH:1][C:37](=[O:38])[C:36]2[CH:40]=[CH:41][CH:42]=[C:34]([I:33])[CH:35]=2)=[C:3]([C:13]2[CH:14]=[C:15]([CH:30]=[CH:31][N:32]=2)[C:16]([NH:18][CH2:19][C:20]2[CH:25]=[CH:24][CH:23]=[C:22]([C:26]([F:27])([F:28])[F:29])[CH:21]=2)=[O:17])[CH:4]=1)[CH3:10], predict the reactants needed to synthesize it. The reactants are: [NH2:1][C:2]1[CH:7]=[CH:6][C:5]([N:8]([CH2:11][CH3:12])[CH2:9][CH3:10])=[CH:4][C:3]=1[C:13]1[CH:14]=[C:15]([CH:30]=[CH:31][N:32]=1)[C:16]([NH:18][CH2:19][C:20]1[CH:25]=[CH:24][CH:23]=[C:22]([C:26]([F:29])([F:28])[F:27])[CH:21]=1)=[O:17].[I:33][C:34]1[CH:35]=[C:36]([CH:40]=[CH:41][CH:42]=1)[C:37](O)=[O:38].CCN(C(C)C)C(C)C.CN(C(ON1N=NC2C=CC=NC1=2)=[N+](C)C)C.F[P-](F)(F)(F)(F)F.